Task: Predict the product of the given reaction.. Dataset: Forward reaction prediction with 1.9M reactions from USPTO patents (1976-2016) Given the reactants C([O:4][C@@H:5]1[C@@H:10]([O:11]C(=O)C)[C@H:9]([O:15]C(=O)C)[C@@H:8]([CH2:19][O:20]C(=O)C)[O:7][C@H:6]1[O:24][C:25]1[C:29]([CH2:30][C:31]2[CH:36]=[CH:35][C:34]([O:37][CH2:38][CH2:39][C:40](=[O:48])[NH:41][C:42]([C:45](O)=[O:46])([CH3:44])[CH3:43])=[CH:33][C:32]=2[CH3:49])=[C:28]([CH:50]([CH3:52])[CH3:51])[NH:27][N:26]=1)(=O)C.[NH2:53][CH2:54][CH2:55][CH2:56][OH:57].NC(C)(C)C(N)=O, predict the reaction product. The product is: [C@@H:6]1([O:24][C:25]2[C:29]([CH2:30][C:31]3[CH:36]=[CH:35][C:34]([O:37][CH2:38][CH2:39][C:40](=[O:48])[NH:41][C:42]([C:45](=[O:46])[NH:53][CH2:54][CH2:55][CH2:56][OH:57])([CH3:44])[CH3:43])=[CH:33][C:32]=3[CH3:49])=[C:28]([CH:50]([CH3:52])[CH3:51])[NH:27][N:26]=2)[O:7][C@H:8]([CH2:19][OH:20])[C@@H:9]([OH:15])[C@H:10]([OH:11])[C@H:5]1[OH:4].